Dataset: Drug-target binding data from BindingDB using IC50 measurements. Task: Regression. Given a target protein amino acid sequence and a drug SMILES string, predict the binding affinity score between them. We predict pIC50 (pIC50 = -log10(IC50 in M); higher means more potent). Dataset: bindingdb_ic50. The small molecule is N=C1N[C@H]2[C@H](COC(N)=O)NC(=N)N3CCC(O)(O)[C@]23N1. The target protein sequence is MASSSLPNLVPPGPHCLRPFTPESLAAIEQRAVEEEARLQRNKQMEIEEPERKPRSDLEAGKNLPLIYGDPPPEVIGIPLEDLDPYYSDKKTFIVLNKGKAIFRFSATPALYLLSPFSIVRRVAIKVLIHALFSMFIMITILTNCVFMTMSNPPSWSKHVEYTFTGIYTFESLIKMLARGFCIDDFTFLRDPWNWLDFSVITMAYVTEFVDLGNISALRTFRVLRALKTITVIPGLKTIVGALIQSVKKLSDVMILTVFCLSVFALVGLQLFMGNLRQKCVRWPPPMNDTNTTWYGNDTWYSNDTWYGNDTWYINDTWNSQESWAGNSTFDWEAYINDEGNFYFLEGSNDALLCGNSSDAGHCPEGYECIKAGRNPNYGYTSYDTFSWAFLALFRLMTQDYWENLFQLTLRAAGKTYMIFFVVIIFLGSFYLINLILAVVAMAYAEQNEATLAEDQEKEEEFQQMLEKYKKHQEELEKAKAAQALESGEEADGDPTHNKD.... The pIC50 is 7.5.